Dataset: Full USPTO retrosynthesis dataset with 1.9M reactions from patents (1976-2016). Task: Predict the reactants needed to synthesize the given product. (1) Given the product [CH2:24]([S:21]([C:8]1([C:6]2[CH:5]=[C:4]([N:26]3[CH2:31][CH2:30][O:29][CH2:28][C@H:27]3[CH3:32])[N:3]=[C:2]([C:43]3[CH:44]=[CH:45][CH:46]=[C:47]4[C:42]=3[CH:41]=[CH:40][NH:39]4)[N:7]=2)[CH2:13][CH2:12][NH:11][CH2:10][CH2:9]1)(=[O:22])=[O:23])[CH3:25], predict the reactants needed to synthesize it. The reactants are: Cl[C:2]1[N:7]=[C:6]([C:8]2([S:21]([CH2:24][CH3:25])(=[O:23])=[O:22])[CH2:13][CH2:12][N:11](C(OC(C)(C)C)=O)[CH2:10][CH2:9]2)[CH:5]=[C:4]([N:26]2[CH2:31][CH2:30][O:29][CH2:28][C@H:27]2[CH3:32])[N:3]=1.C(=O)([O-])[O-].[Na+].[Na+].[NH:39]1[C:47]2[C:42](=[C:43](B(O)O)[CH:44]=[CH:45][CH:46]=2)[CH:41]=[CH:40]1. (2) Given the product [F:13][CH2:14][C:15]([OH:54])([CH3:53])[CH2:16][O:17][C@H:18]1[CH2:23][CH2:22][C@H:21]([N:24]2[C:29](=[O:30])[C:28]([CH2:31][C:32]3[CH:37]=[CH:36][C:35]([C:38]4[CH:43]=[CH:42][CH:41]=[CH:40][C:39]=4[C:44]4[NH:3][C:4](=[O:7])[O:5][N:45]=4)=[CH:34][CH:33]=3)=[C:27]([CH2:46][CH2:47][CH3:48])[N:26]3[N:49]=[C:50]([CH3:52])[N:51]=[C:25]23)[CH2:20][CH2:19]1, predict the reactants needed to synthesize it. The reactants are: [Cl-].O[NH3+:3].[C:4](=[O:7])([O-])[OH:5].[Na+].CS(C)=O.[F:13][CH2:14][C:15]([OH:54])([CH3:53])[CH2:16][O:17][C@H:18]1[CH2:23][CH2:22][C@H:21]([N:24]2[C:29](=[O:30])[C:28]([CH2:31][C:32]3[CH:37]=[CH:36][C:35]([C:38]4[C:39]([C:44]#[N:45])=[CH:40][CH:41]=[CH:42][CH:43]=4)=[CH:34][CH:33]=3)=[C:27]([CH2:46][CH2:47][CH3:48])[N:26]3[N:49]=[C:50]([CH3:52])[N:51]=[C:25]23)[CH2:20][CH2:19]1. (3) Given the product [CH2:33]([CH:32]([C:31]1[C:26]2[N:27]([C:23]([C:21]3[S:22][C:18]([C:2]4[CH:7]=[CH:6][CH:5]=[C:4]([S:8]([CH3:11])(=[O:10])=[O:9])[N:3]=4)=[CH:19][C:20]=3[CH3:39])=[C:24]([CH3:38])[N:25]=2)[N:28]=[C:29]([CH3:37])[CH:30]=1)[CH2:35][CH3:36])[CH3:34], predict the reactants needed to synthesize it. The reactants are: Br[C:2]1[CH:7]=[CH:6][CH:5]=[C:4]([S:8]([CH3:11])(=[O:10])=[O:9])[N:3]=1.C([Li])CCC.Br[C:18]1[S:22][C:21]([C:23]2[N:27]3[N:28]=[C:29]([CH3:37])[CH:30]=[C:31]([CH:32]([CH2:35][CH3:36])[CH2:33][CH3:34])[C:26]3=[N:25][C:24]=2[CH3:38])=[C:20]([CH3:39])[CH:19]=1. (4) Given the product [CH:2]([CH:3]1[CH2:9][O:8][CH2:7][CH2:6][N:5]([C:10]([O:12][C:13]([CH3:16])([CH3:15])[CH3:14])=[O:11])[CH2:4]1)=[O:1], predict the reactants needed to synthesize it. The reactants are: [OH:1][CH2:2][CH:3]1[CH2:9][O:8][CH2:7][CH2:6][N:5]([C:10]([O:12][C:13]([CH3:16])([CH3:15])[CH3:14])=[O:11])[CH2:4]1.CC(OI1(OC(C)=O)(OC(C)=O)OC(=O)C2C=CC=CC1=2)=O.